From a dataset of Reaction yield outcomes from USPTO patents with 853,638 reactions. Predict the reaction yield, written as a fraction of the theoretical maximum amount of product (1.0 means a 100% yield; for example, 0.34 means a 34% yield). (1) The reactants are [CH3:1][N:2]([CH3:9])[CH:3]1[CH2:8][CH2:7][CH2:6][NH:5][CH2:4]1.[Br:10][C:11]1[C:12](F)=[C:13]2[C:19]([NH:20][C:21](=[O:28])[C:22]3[CH:27]=[CH:26][CH:25]=[N:24][CH:23]=3)=[CH:18][NH:17][C:14]2=[N:15][CH:16]=1. The catalyst is CCCCO. The product is [Br:10][C:11]1[C:12]([N:5]2[CH2:6][CH2:7][CH2:8][CH:3]([N:2]([CH3:9])[CH3:1])[CH2:4]2)=[C:13]2[C:19]([NH:20][C:21](=[O:28])[C:22]3[CH:27]=[CH:26][CH:25]=[N:24][CH:23]=3)=[CH:18][NH:17][C:14]2=[N:15][CH:16]=1. The yield is 0.454. (2) The product is [CH3:1][C:2]1[CH:7]=[CH:6][N:5]=[C:4]([NH:8][C:9]2[S:10][C:13]([CH:14]=[O:15])=[CH:16][N:11]=2)[CH:3]=1. The catalyst is C(O)(=O)C.O. The reactants are [CH3:1][C:2]1[CH:7]=[CH:6][N:5]=[C:4]([NH:8][C:9]([NH2:11])=[S:10])[CH:3]=1.Br[CH:13]([CH:16]=O)[CH:14]=[O:15].C([O-])(=O)C.[Na+]. The yield is 0.800. (3) The reactants are [NH:1]1[C:9]2[C:4](=[CH:5][CH:6]=[CH:7][CH:8]=2)[C:3]([CH:10]=O)=[CH:2]1.[F:12][C:13]1[CH:33]=[CH:32][C:16]([CH2:17][O:18][CH2:19][C:20]([NH:22][CH2:23][CH2:24][CH2:25][CH2:26][CH:27]2[CH2:31][CH2:30][NH:29][CH2:28]2)=[O:21])=[CH:15][CH:14]=1.C(O[BH-](OC(=O)C)OC(=O)C)(=O)C.[Na+]. The catalyst is C1COCC1.[OH-].[Na+].O. The product is [NH:1]1[C:9]2[C:4](=[CH:5][CH:6]=[CH:7][CH:8]=2)[C:3]([CH2:10][N:29]2[CH2:30][CH2:31][CH:27]([CH2:26][CH2:25][CH2:24][CH2:23][NH:22][C:20](=[O:21])[CH2:19][O:18][CH2:17][C:16]3[CH:32]=[CH:33][C:13]([F:12])=[CH:14][CH:15]=3)[CH2:28]2)=[CH:2]1. The yield is 0.470. (4) The reactants are [CH3:1][O:2][C:3]1[CH:12]=[C:11]2[C:6]([N:7]=[CH:8][C:9](=[O:13])[NH:10]2)=[CH:5][CH:4]=1.CS(O[CH2:19][CH2:20][N:21]1[CH2:26][CH2:25][CH:24]([NH:27][C:28]([O:30][C:31]([CH3:34])([CH3:33])[CH3:32])=[O:29])[CH:23]([F:35])[CH2:22]1)(=O)=O.[H-].[Na+]. The catalyst is CC(C)=O. The product is [F:35][CH:23]1[CH:24]([NH:27][C:28](=[O:29])[O:30][C:31]([CH3:32])([CH3:33])[CH3:34])[CH2:25][CH2:26][N:21]([CH2:20][CH2:19][N:10]2[C:11]3[C:6](=[CH:5][CH:4]=[C:3]([O:2][CH3:1])[CH:12]=3)[N:7]=[CH:8][C:9]2=[O:13])[CH2:22]1. The yield is 0.780. (5) The reactants are COC(C1N(CC=O)C=C(C(=O)NCC2C=CC(F)=CC=2)C(=O)C=1OCC1C=CC=CC=1)=O.Cl.Cl.N[C@@H](C)CCNCCOC.[F:46][C:47]1[CH:52]=[CH:51][C:50]([CH2:53][NH:54][C:55]([C:57]2[C:58](=[O:85])[C:59]([O:77]CC3C=CC=CC=3)=[C:60]3[C:74](=[O:75])[N:64]4[C@@H:65]([CH3:73])[CH2:66][CH2:67][N:68]([CH2:69][CH2:70][O:71][CH3:72])[C@@H:63]4[CH2:62][N:61]3[CH:76]=2)=[O:56])=[CH:49][CH:48]=1. The catalyst is CO.ClCCl. The product is [F:46][C:47]1[CH:52]=[CH:51][C:50]([CH2:53][NH:54][C:55]([C:57]2[C:58](=[O:85])[C:59]([OH:77])=[C:60]3[C:74](=[O:75])[N:64]4[C@@H:65]([CH3:73])[CH2:66][CH2:67][N:68]([CH2:69][CH2:70][O:71][CH3:72])[C@@H:63]4[CH2:62][N:61]3[CH:76]=2)=[O:56])=[CH:49][CH:48]=1. The yield is 0.600.